From a dataset of Full USPTO retrosynthesis dataset with 1.9M reactions from patents (1976-2016). Predict the reactants needed to synthesize the given product. (1) Given the product [CH2:1]([O:3][C:4]([C:6]1[S:10][C:9]([S:18]([CH3:14])(=[O:20])=[O:17])=[N:8][C:7]=1[NH2:13])=[O:5])[CH3:2], predict the reactants needed to synthesize it. The reactants are: [CH2:1]([O:3][C:4]([C:6]1[S:10][C:9](SC)=[N:8][C:7]=1[NH2:13])=[O:5])[CH3:2].[CH3:14]O.O[O:17][S:18]([O-:20])=O.[K+]. (2) Given the product [F:52][C:51]([F:54])([F:53])[C:49]([OH:55])=[O:50].[F:16][CH:15]([F:17])[CH2:14][O:13][C:10]1[CH:9]=[CH:8][C:7]([CH:6]2[CH2:5][CH2:4][CH2:3][CH2:2][N:22]3[N:21]=[C:20]([NH:23][C:24]4[CH:29]=[CH:28][C:27]([N:30]5[C:34]([CH3:35])=[N:33][C:32]([CH3:36])=[N:31]5)=[C:26]([F:37])[CH:25]=4)[N:19]=[C:18]23)=[CH:12][CH:11]=1, predict the reactants needed to synthesize it. The reactants are: Cl[CH2:2][CH2:3][CH2:4][CH2:5][CH:6]([C:18]1[NH:22][N:21]=[C:20]([NH:23][C:24]2[CH:29]=[CH:28][C:27]([N:30]3[C:34]([CH3:35])=[N:33][C:32]([CH3:36])=[N:31]3)=[C:26]([F:37])[CH:25]=2)[N:19]=1)[C:7]1[CH:12]=[CH:11][C:10]([O:13][CH2:14][CH:15]([F:17])[F:16])=[CH:9][CH:8]=1.[I-].[Na+].C(N(C(C)C)CC)(C)C.[C:49]([OH:55])([C:51]([F:54])([F:53])[F:52])=[O:50]. (3) Given the product [N:1]([CH2:4][C@H:5]1[O:9][C:8](=[O:10])[N:7]([C:11]2[CH:16]=[CH:15][C:14]([S:17][CH2:18][CH2:22][F:23])=[C:13]([F:19])[CH:12]=2)[CH2:6]1)=[N+:2]=[N-:3], predict the reactants needed to synthesize it. The reactants are: [N:1]([CH2:4][C@H:5]1[O:9][C:8](=[O:10])[N:7]([C:11]2[CH:16]=[CH:15][C:14]([S:17][CH3:18])=[C:13]([F:19])[CH:12]=2)[CH2:6]1)=[N+:2]=[N-:3].BrC[CH2:22][F:23].N(C[C@H]1OC(=O)N(C2C=CC(SC(C3C=CC=CC=3)(C3C=CC=CC=3)C3C=CC=CC=3)=C(F)C=2)C1)=[N+]=[N-]. (4) Given the product [C:37]([N:34]1[CH2:35][CH2:36][CH:31]([O:30][C:25]2[CH:24]=[CH:23][C:22]([C:19]3[N:18]=[CH:17][N:16]=[C:15]4[C:20]=3[N:21]=[C:13]([C:10]3[CH:9]=[CH:8][C:7]([N:4]5[CH2:5][CH2:6][O:1][CH2:2][CH2:3]5)=[CH:12][CH:11]=3)[NH:14]4)=[CH:29][C:26]=2[C:27]#[N:28])[CH2:32][CH2:33]1)(=[O:39])[CH3:38], predict the reactants needed to synthesize it. The reactants are: [O:1]1[CH2:6][CH2:5][N:4]([C:7]2[CH:12]=[CH:11][C:10]([C:13]3[NH:14][C:15]4[C:20]([N:21]=3)=[C:19]([C:22]3[CH:23]=[CH:24][C:25]([O:30][CH:31]5[CH2:36][CH2:35][NH:34][CH2:33][CH2:32]5)=[C:26]([CH:29]=3)[C:27]#[N:28])[N:18]=[CH:17][N:16]=4)=[CH:9][CH:8]=2)[CH2:3][CH2:2]1.[C:37](O)(=[O:39])[CH3:38].CCN(C(C)C)C(C)C.CN(C(ON1N=NC2C=CC=NC1=2)=[N+](C)C)C.F[P-](F)(F)(F)(F)F. (5) The reactants are: [NH2:1][CH2:2][CH2:3][C:4]1[C:12]2[C:7](=[CH:8][C:9]([F:16])=[C:10]([O:14][CH3:15])[C:11]=2[F:13])[NH:6][C:5]=1[C:17]([OH:19])=[O:18].O1CCCC1.[OH-].[Na+].[C:27](O[C:27]([O:29][C:30]([CH3:33])([CH3:32])[CH3:31])=[O:28])([O:29][C:30]([CH3:33])([CH3:32])[CH3:31])=[O:28]. Given the product [C:30]([O:29][C:27]([NH:1][CH2:2][CH2:3][C:4]1[C:12]2[C:7](=[CH:8][C:9]([F:16])=[C:10]([O:14][CH3:15])[C:11]=2[F:13])[NH:6][C:5]=1[C:17]([OH:19])=[O:18])=[O:28])([CH3:33])([CH3:32])[CH3:31], predict the reactants needed to synthesize it.